Predict the reactants needed to synthesize the given product. From a dataset of Full USPTO retrosynthesis dataset with 1.9M reactions from patents (1976-2016). Given the product [CH3:20][C:19]1[CH:18]=[CH:17][C:16]([NH:21][C:22](=[O:33])[C:23]2[CH:28]=[CH:27][CH:26]=[C:25]([C:29]([F:30])([F:32])[F:31])[CH:24]=2)=[CH:15][C:14]=1[C:7]1[C:8](=[O:13])[N:9]([CH3:12])[C:10]2[C:5]([CH:6]=1)=[CH:4][N:3]=[C:2]([NH:34][CH2:35][C:36]1[CH:37]=[N:38][CH:39]=[CH:40][CH:41]=1)[CH:11]=2, predict the reactants needed to synthesize it. The reactants are: Cl[C:2]1[CH:11]=[C:10]2[C:5]([CH:6]=[C:7]([C:14]3[CH:15]=[C:16]([NH:21][C:22](=[O:33])[C:23]4[CH:28]=[CH:27][CH:26]=[C:25]([C:29]([F:32])([F:31])[F:30])[CH:24]=4)[CH:17]=[CH:18][C:19]=3[CH3:20])[C:8](=[O:13])[N:9]2[CH3:12])=[CH:4][N:3]=1.[NH2:34][CH2:35][C:36]1[CH:37]=[N:38][CH:39]=[CH:40][CH:41]=1.[Cl-].C(C1C=CC=C(CCC)C=1[N+]1C=CN(C2C(CCC)=CC=CC=2CCC)C=1)CC.